Dataset: Full USPTO retrosynthesis dataset with 1.9M reactions from patents (1976-2016). Task: Predict the reactants needed to synthesize the given product. (1) Given the product [Cl:1][C:2]1[C:3]([F:22])=[C:4]([N:8]2[C:12]([S:13][C:14]3[CH:15]=[N:16][CH:17]=[CH:18][CH:19]=3)=[CH:11][C:10]([CH:20]=[O:21])=[N:9]2)[CH:5]=[CH:6][CH:7]=1, predict the reactants needed to synthesize it. The reactants are: [Cl:1][C:2]1[C:3]([F:22])=[C:4]([N:8]2[C:12]([S:13][C:14]3[CH:15]=[N:16][CH:17]=[CH:18][CH:19]=3)=[CH:11][C:10]([CH2:20][OH:21])=[N:9]2)[CH:5]=[CH:6][CH:7]=1. (2) Given the product [C:1]([O:6][C@@H:7]([C:9]1[N:14]=[C:13]([Cl:18])[CH:12]=[CH:11][N:10]=1)[CH3:8])(=[O:5])[CH2:2][CH2:3][CH3:4], predict the reactants needed to synthesize it. The reactants are: [C:1]([O:6][C@@H:7]([C:9]1[NH:14][C:13](=O)[CH:12]=[CH:11][N:10]=1)[CH3:8])(=[O:5])[CH2:2][CH2:3][CH3:4].P(Cl)(Cl)([Cl:18])=O. (3) Given the product [F:1][C:2]1[CH:3]=[C:4]([C:20]2[C:21]([C:26]#[N:27])=[CH:22][CH:23]=[CH:24][CH:25]=2)[CH:5]=[CH:6][C:7]=1[CH2:8][C:9]1[C:14](=[O:15])[N:13]([C:33]2[CH:34]=[CH:35][C:30]([O:29][CH3:28])=[CH:31][CH:32]=2)[C:12]([CH3:16])=[N:11][C:10]=1[CH2:17][CH2:18][CH3:19], predict the reactants needed to synthesize it. The reactants are: [F:1][C:2]1[CH:3]=[C:4]([C:20]2[C:21]([C:26]#[N:27])=[CH:22][CH:23]=[CH:24][CH:25]=2)[CH:5]=[CH:6][C:7]=1[CH2:8][C:9]1[C:14](=[O:15])[NH:13][C:12]([CH3:16])=[N:11][C:10]=1[CH2:17][CH2:18][CH3:19].[CH3:28][O:29][C:30]1[CH:35]=[CH:34][C:33](B(O)O)=[CH:32][CH:31]=1.C(N(CC)CC)C.N1C=CC=CC=1. (4) The reactants are: [OH:1][C:2]1[C:3]([O:17][CH3:18])=[CH:4][C:5]2[CH:9]=[C:8]([C:10]([OH:12])=O)[S:7][C:6]=2[C:13]=1[N+:14]([O-:16])=[O:15].S(Cl)(Cl)=O.[C:23]1([CH3:29])C=CC=CC=1. Given the product [OH:1][C:2]1[C:3]([O:17][CH3:18])=[CH:4][C:5]2[CH:9]=[C:8]([C:10]([N:14]3[CH2:29][CH2:23][O:1][CH2:2][CH2:13]3)=[O:12])[S:7][C:6]=2[C:13]=1[N+:14]([O-:16])=[O:15], predict the reactants needed to synthesize it. (5) Given the product [CH2:1]([O:3][C:4]([C:6]1[N:7]=[C:8]([N:11]([C:26](=[O:27])[C:25]2[CH:29]=[CH:30][CH:31]=[CH:32][C:24]=2[Cl:23])[C:12]2[CH:17]=[CH:16][C:15]([O:18][CH3:19])=[C:14]([O:20][CH3:21])[CH:13]=2)[S:9][CH:10]=1)=[O:5])[CH3:2], predict the reactants needed to synthesize it. The reactants are: [CH2:1]([O:3][C:4]([C:6]1[N:7]=[C:8]([NH:11][C:12]2[CH:17]=[CH:16][C:15]([O:18][CH3:19])=[C:14]([O:20][CH3:21])[CH:13]=2)[S:9][CH:10]=1)=[O:5])[CH3:2].Br.[Cl:23][C:24]1[CH:32]=[CH:31][CH:30]=[CH:29][C:25]=1[C:26](Cl)=[O:27].CCN(CC)CC.